Dataset: Catalyst prediction with 721,799 reactions and 888 catalyst types from USPTO. Task: Predict which catalyst facilitates the given reaction. (1) Reactant: [H-].[Al+3].[Li+].[H-].[H-].[H-].[CH3:7][C:8](=[CH2:19])[CH2:9][CH:10]([C:15](OC)=[O:16])[C:11](OC)=[O:12].O.[OH-].[Na+]. Product: [CH3:19][C:8](=[CH2:7])[CH2:9][CH:10]([CH2:15][OH:16])[CH2:11][OH:12]. The catalyst class is: 1. (2) Reactant: [OH:1][C:2]1[C:3]([CH3:17])=[C:4]([NH:9]C(=O)OC(C)(C)C)[C:5]([CH3:8])=[CH:6][CH:7]=1.C(O)(C(F)(F)F)=O. Product: [NH2:9][C:4]1[C:3]([CH3:17])=[C:2]([OH:1])[CH:7]=[CH:6][C:5]=1[CH3:8]. The catalyst class is: 2. (3) Reactant: Cl[CH2:2][CH2:3][C:4]1[C:5]([C:16]2[CH:20]=[CH:19][S:18][CH:17]=2)=[N:6][C:7]2[C:12]([CH:13]=1)=[CH:11][CH:10]=[C:9]([O:14][CH3:15])[CH:8]=2.[Br:21][C:22]1[CH:27]=[CH:26][C:25]([CH2:28][CH2:29][NH2:30])=[CH:24][CH:23]=1. Product: [Br:21][C:22]1[CH:27]=[CH:26][C:25]([CH2:28][CH2:29][NH:30][CH2:2][CH2:3][C:4]2[C:5]([C:16]3[CH:20]=[CH:19][S:18][CH:17]=3)=[N:6][C:7]3[C:12]([CH:13]=2)=[CH:11][CH:10]=[C:9]([O:14][CH3:15])[CH:8]=3)=[CH:24][CH:23]=1. The catalyst class is: 14. (4) Reactant: C(OC([N:8]1[CH2:13][CH2:12][CH:11]([S:14]([C:17]2[CH:22]=[CH:21][C:20]([NH:23][C:24]3[N:29]=[CH:28][C:27]([NH:30][C:31](=[O:47])[C:32]4[CH:37]=[C:36]([NH:38][C:39]([C:41]5[S:42][CH:43]=[CH:44][CH:45]=5)=[O:40])[CH:35]=[CH:34][C:33]=4[Cl:46])=[CH:26][N:25]=3)=[CH:19][CH:18]=2)(=[O:16])=[O:15])[CH2:10][CH2:9]1)=O)(C)(C)C.[C:48]([OH:54])([C:50]([F:53])([F:52])[F:51])=[O:49]. Product: [Cl:46][C:33]1[CH:34]=[CH:35][C:36]([NH:38][C:39]([C:41]2[S:42][CH:43]=[CH:44][CH:45]=2)=[O:40])=[CH:37][C:32]=1[C:31](=[O:47])[NH:30][C:27]1[CH:28]=[N:29][C:24]([NH:23][C:20]2[CH:19]=[CH:18][C:17]([S:14]([CH:11]3[CH2:10][CH2:9][NH:8][CH2:13][CH2:12]3)(=[O:15])=[O:16])=[CH:22][CH:21]=2)=[N:25][CH:26]=1.[C:48]([OH:54])([C:50]([F:53])([F:52])[F:51])=[O:49]. The catalyst class is: 2. (5) Reactant: C(=O)([O-])[O-].[K+].[K+].[C:7]([O:11][C:12]([NH:14][C@@H:15]1[CH2:20][CH2:19][C@H:18](OS(C)(=O)=O)[CH2:17][CH2:16]1)=[O:13])([CH3:10])([CH3:9])[CH3:8].[SH:26][C:27]1[CH:28]=[C:29]2[C:34](=[CH:35][CH:36]=1)[C:33]([NH:37][C:38](=[O:45])[C:39]1[CH:44]=[CH:43][CH:42]=[CH:41][CH:40]=1)=[N:32][CH:31]=[CH:30]2. Product: [C:7]([O:11][C:12](=[O:13])[NH:14][C@H:15]1[CH2:16][CH2:17][C@H:18]([S:26][C:27]2[CH:28]=[C:29]3[C:34](=[CH:35][CH:36]=2)[C:33]([NH:37][C:38](=[O:45])[C:39]2[CH:44]=[CH:43][CH:42]=[CH:41][CH:40]=2)=[N:32][CH:31]=[CH:30]3)[CH2:19][CH2:20]1)([CH3:8])([CH3:9])[CH3:10]. The catalyst class is: 44. (6) Reactant: [I:1][C:2]1[CH:9]=[CH:8][CH:7]=[C:6]([F:10])[C:3]=1[CH:4]=O.Cl.[NH2:12][OH:13].[OH-].[Na+].Cl. Product: [I:1][C:2]1[CH:9]=[CH:8][CH:7]=[C:6]([F:10])[C:3]=1[CH:4]=[N:12][OH:13]. The catalyst class is: 315. (7) Reactant: [NH2:1][C:2]1[S:3][C:4]2[C:10]([N+:11]([O-:13])=[O:12])=[C:9]([O:14][C:15]3[CH:16]=[CH:17][C:18]([F:36])=[C:19]([NH:21][C:22](=[O:35])[C:23]4[CH:28]=[CH:27][CH:26]=[C:25]([C:29]([C:32]#[N:33])([CH3:31])[CH3:30])[C:24]=4[Cl:34])[CH:20]=3)[CH:8]=[CH:7][C:5]=2[N:6]=1.N1C=CC=CC=1.[CH:43]1([C:46](Cl)=[O:47])[CH2:45][CH2:44]1. Product: [Cl:34][C:24]1[C:25]([C:29]([C:32]#[N:33])([CH3:31])[CH3:30])=[CH:26][CH:27]=[CH:28][C:23]=1[C:22]([NH:21][C:19]1[CH:20]=[C:15]([O:14][C:9]2[CH:8]=[CH:7][C:5]3[N:6]=[C:2]([NH:1][C:46]([CH:43]4[CH2:45][CH2:44]4)=[O:47])[S:3][C:4]=3[C:10]=2[N+:11]([O-:13])=[O:12])[CH:16]=[CH:17][C:18]=1[F:36])=[O:35]. The catalyst class is: 54. (8) Reactant: [CH3:1][N:2]([N:27]=O)[C:3]1[CH:8]=[C:7]([C:9]2[CH2:13][C:12]([C:18]3[CH:23]=[C:22]([Cl:24])[CH:21]=[C:20]([Cl:25])[CH:19]=3)([C:14]([F:17])([F:16])[F:15])[O:11][N:10]=2)[CH:6]=[CH:5][C:4]=1[Cl:26].C(O)C.O.C(O)(=O)C. Product: [CH3:1][N:2]([C:3]1[CH:8]=[C:7]([C:9]2[CH2:13][C:12]([C:18]3[CH:19]=[C:20]([Cl:25])[CH:21]=[C:22]([Cl:24])[CH:23]=3)([C:14]([F:17])([F:15])[F:16])[O:11][N:10]=2)[CH:6]=[CH:5][C:4]=1[Cl:26])[NH2:27]. The catalyst class is: 772. (9) Reactant: [CH2:1]([O:3][C:4]([N:6]1[CH2:12][CH2:11][C:10]2=[N:13][C:14]([C:18]3[CH:23]=[CH:22][N:21]=[CH:20][N:19]=3)=[CH:15][C:16](=[O:17])[N:9]2[CH2:8][CH2:7]1)=[O:5])[CH3:2].C[Si]([N-][Si](C)(C)C)(C)C.[Li+].[CH2:34](I)[CH3:35]. Product: [CH2:1]([O:3][C:4]([N:6]1[CH2:12][CH:11]([CH2:34][CH3:35])[C:10]2=[N:13][C:14]([C:18]3[CH:23]=[CH:22][N:21]=[CH:20][N:19]=3)=[CH:15][C:16](=[O:17])[N:9]2[CH2:8][CH2:7]1)=[O:5])[CH3:2]. The catalyst class is: 7. (10) Reactant: [Cl:1][C:2]1[CH:7]=[CH:6][C:5]([CH:8]([C:32]2[CH:37]=[CH:36][C:35]([Cl:38])=[CH:34][CH:33]=2)[C:9]2[CH:10]=[C:11]3[C:16](=[CH:17][CH:18]=2)[N:15]=[N:14][CH:13]=[C:12]3[NH:19][CH2:20][CH2:21][C:22]2[CH:31]=[CH:30][C:25]([C:26]([O:28]C)=[O:27])=[CH:24][CH:23]=2)=[CH:4][CH:3]=1.[OH-].[Na+]. Product: [Cl:38][C:35]1[CH:36]=[CH:37][C:32]([CH:8]([C:5]2[CH:4]=[CH:3][C:2]([Cl:1])=[CH:7][CH:6]=2)[C:9]2[CH:10]=[C:11]3[C:16](=[CH:17][CH:18]=2)[N:15]=[N:14][CH:13]=[C:12]3[NH:19][CH2:20][CH2:21][C:22]2[CH:31]=[CH:30][C:25]([C:26]([OH:28])=[O:27])=[CH:24][CH:23]=2)=[CH:33][CH:34]=1. The catalyst class is: 5.